Dataset: Catalyst prediction with 721,799 reactions and 888 catalyst types from USPTO. Task: Predict which catalyst facilitates the given reaction. Reactant: [BH4-].[Na+].[C:3]([O:7][C:8]([N:10]1[CH2:16][CH2:15][CH2:14][C:13](=[C:17]2[C:25]3[C:20](=[CH:21][C:22]([Cl:26])=[CH:23][CH:24]=3)[NH:19][C:18]2=[O:27])[CH2:12][CH2:11]1)=[O:9])([CH3:6])([CH3:5])[CH3:4]. Product: [C:3]([O:7][C:8]([N:10]1[CH2:16][CH2:15][CH2:14][CH:13]([CH:17]2[C:25]3[C:20](=[CH:21][C:22]([Cl:26])=[CH:23][CH:24]=3)[NH:19][C:18]2=[O:27])[CH2:12][CH2:11]1)=[O:9])([CH3:6])([CH3:4])[CH3:5]. The catalyst class is: 24.